Task: Predict the product of the given reaction.. Dataset: Forward reaction prediction with 1.9M reactions from USPTO patents (1976-2016) (1) Given the reactants [CH3:1][O:2][C:3]1[CH:4]=[C:5]2[C:10](=[CH:11][C:12]=1[O:13][CH3:14])[N:9]=[CH:8][CH:7]=[C:6]2[O:15][C:16]1[CH:22]=[CH:21][C:19]([NH2:20])=[CH:18][CH:17]=1.Cl[C:24](Cl)([O:26]C(=O)OC(Cl)(Cl)Cl)Cl.[CH3:35][CH2:36][CH2:37][CH:38]([OH:42])[CH2:39][CH2:40][CH3:41].C(=O)(O)[O-].[Na+], predict the reaction product. The product is: [CH3:1][O:2][C:3]1[CH:4]=[C:5]2[C:10](=[CH:11][C:12]=1[O:13][CH3:14])[N:9]=[CH:8][CH:7]=[C:6]2[O:15][C:16]1[CH:22]=[CH:21][C:19]([NH:20][C:24](=[O:26])[O:42][CH:38]([CH2:39][CH2:40][CH3:41])[CH2:37][CH2:36][CH3:35])=[CH:18][CH:17]=1. (2) Given the reactants Br[C:2]1[CH:7]=[CH:6][CH:5]=[C:4]([Cl:8])[CH:3]=1.[Li]CCCC.CON(C)[C:17]([C@@H:19]1[CH2:24][CH2:23][CH2:22][N:21]([C:25]([O:27][C:28]([CH3:31])([CH3:30])[CH3:29])=[O:26])[CH2:20]1)=[O:18], predict the reaction product. The product is: [Cl:8][C:4]1[CH:3]=[C:2]([CH:7]=[CH:6][CH:5]=1)[C:17]([C@@H:19]1[CH2:24][CH2:23][CH2:22][N:21]([C:25]([O:27][C:28]([CH3:31])([CH3:30])[CH3:29])=[O:26])[CH2:20]1)=[O:18]. (3) Given the reactants [F:1][C:2]1[CH:3]=[C:4]([CH2:9][C:10]([OH:12])=O)[CH:5]=[C:6]([F:8])[CH:7]=1.[NH2:13][C@H:14]([C:16]([C:18]1([NH2:38])[N:24]=[C:23]([C:25]2[CH:30]=[CH:29][CH:28]=[CH:27][CH:26]=2)[C:22]2[CH:31]=[C:32]([Cl:35])[CH:33]=[CH:34][C:21]=2[N:20]([CH3:36])[C:19]1=[O:37])=[O:17])[CH3:15], predict the reaction product. The product is: [F:8][C:6]1[CH:5]=[C:4]([CH2:9][C:10]([NH:13][C@H:14]([C:16]([C:18]2([NH2:38])[N:24]=[C:23]([C:25]3[CH:26]=[CH:27][CH:28]=[CH:29][CH:30]=3)[C:22]3[CH:31]=[C:32]([Cl:35])[CH:33]=[CH:34][C:21]=3[N:20]([CH3:36])[C:19]2=[O:37])=[O:17])[CH3:15])=[O:12])[CH:3]=[C:2]([F:1])[CH:7]=1.